This data is from Reaction yield outcomes from USPTO patents with 853,638 reactions. The task is: Predict the reaction yield, written as a fraction of the theoretical maximum amount of product (1.0 means a 100% yield; for example, 0.34 means a 34% yield). (1) The reactants are [OH:1][CH2:2][C:3]1[CH:4]=[C:5]([S:9][C:10]2[CH:11]=[CH:12][C:13]([C:16]#[N:17])=[N:14][CH:15]=2)[CH:6]=[CH:7][CH:8]=1.[CH2:18]([C:20]1[C:21]([OH:30])=[C:22]([C:27](=[O:29])[CH3:28])[CH:23]=[CH:24][C:25]=1O)[CH3:19]. No catalyst specified. The product is [C:27]([C:22]1[CH:23]=[CH:24][C:25]([O:1][CH2:2][C:3]2[CH:4]=[C:5]([S:9][C:10]3[CH:11]=[CH:12][C:13]([C:16]#[N:17])=[N:14][CH:15]=3)[CH:6]=[CH:7][CH:8]=2)=[C:20]([CH2:18][CH3:19])[C:21]=1[OH:30])(=[O:29])[CH3:28]. The yield is 0.780. (2) The reactants are [NH2:1][N:2]1[CH:6]=[CH:5][N:4]=[C:3]1[C:7]([NH:9][C:10]1[CH:15]=[C:14]([F:16])[CH:13]=[C:12]([F:17])[CH:11]=1)=[O:8].[C:18]([O:22][C:23]([NH:25][C@@H:26]([CH2:30]C)[C:27](O)=[O:28])=[O:24])([CH3:21])([CH3:20])[CH3:19]. The catalyst is C1COCC1.C(OCC)(=O)C.C(OC(C)C)(C)C. The product is [F:17][C:12]1[CH:11]=[C:10]([NH:9][C:7]([C:3]2[N:2]([NH:1][C:27](=[O:28])[C@@H:26]([NH:25][C:23](=[O:24])[O:22][C:18]([CH3:20])([CH3:19])[CH3:21])[CH3:30])[CH:6]=[CH:5][N:4]=2)=[O:8])[CH:15]=[C:14]([F:16])[CH:13]=1. The yield is 0.570. (3) The reactants are [CH3:1][O:2][C:3](=[O:12])[C:4]1[CH:9]=[C:8]([OH:10])[CH:7]=[CH:6][C:5]=1[Br:11].[CH2:13](Br)[C:14]1[CH:19]=[CH:18][CH:17]=[CH:16][CH:15]=1.C([O-])([O-])=O.[K+].[K+].O. The catalyst is CN(C=O)C.CCOC(C)=O. The product is [CH2:13]([O:10][C:8]1[CH:7]=[CH:6][C:5]([Br:11])=[C:4]([CH:9]=1)[C:3]([O:2][CH3:1])=[O:12])[C:14]1[CH:19]=[CH:18][CH:17]=[CH:16][CH:15]=1. The yield is 1.00. (4) The reactants are [NH2:1]/[C:2](/[CH3:9])=[C:3](\[C:7]#[N:8])/[C:4](=[S:6])[NH2:5].OO. The catalyst is CO. The product is [NH2:5][C:4]1[S:6][N:1]=[C:2]([CH3:9])[C:3]=1[C:7]#[N:8]. The yield is 0.800. (5) The reactants are [Br:1]Br.CO[C:5]1[CH:6]=[C:7]([C:15](=[O:17])[CH3:16])[CH:8]=[C:9](OC)[C:10]=1OC.O. The catalyst is C(O)C. The product is [Br:1][CH2:16][C:15]([C:7]1[CH:8]=[CH:9][CH:10]=[CH:5][CH:6]=1)=[O:17]. The yield is 0.700. (6) The reactants are C[Si](C=[N+]=[N-])(C)C.C(O[C:13]([NH:15][CH2:16][C:17]1([C:20]([OH:22])=[O:21])[CH2:19][CH2:18]1)=O)(C)(C)C.[F:23][C:24]1[CH:31]=[CH:30][C:27](C=O)=[CH:26][CH:25]=1.[C:32]([O-])(=O)C.[Na+].C([BH3-])#N.[Na+]. The catalyst is C(OCC)C.C1(C)C=CC=CC=1.CO.C1C=CC=CC=1. The product is [CH3:32][O:22][C:20]([C:17]1([CH2:16][NH:15][CH2:13][C:27]2[CH:30]=[CH:31][C:24]([F:23])=[CH:25][CH:26]=2)[CH2:18][CH2:19]1)=[O:21]. The yield is 0.0500. (7) The catalyst is O. The product is [N:49]([CH2:43][CH2:42][C:15]1[N:14]([CH:1]([C:2]2[CH:3]=[CH:4][CH:5]=[CH:6][CH:7]=2)[C:8]2[CH:9]=[CH:10][CH:11]=[CH:12][CH:13]=2)[C:22]2[C:17]([C:16]=1[CH2:24][CH2:25][S:26]([C:29]1[CH:34]=[CH:33][C:32]([CH2:35][CH2:36][C:37]([O:39][CH2:40][CH3:41])=[O:38])=[CH:31][CH:30]=1)(=[O:28])=[O:27])=[CH:18][C:19]([Cl:23])=[CH:20][CH:21]=2)=[N+:50]=[N-:51]. The yield is 0.960. The reactants are [CH:1]([N:14]1[C:22]2[C:17](=[CH:18][C:19]([Cl:23])=[CH:20][CH:21]=2)[C:16]([CH2:24][CH2:25][S:26]([C:29]2[CH:34]=[CH:33][C:32]([CH2:35][CH2:36][C:37]([O:39][CH2:40][CH3:41])=[O:38])=[CH:31][CH:30]=2)(=[O:28])=[O:27])=[C:15]1[CH2:42][CH2:43]OS(C)(=O)=O)([C:8]1[CH:13]=[CH:12][CH:11]=[CH:10][CH:9]=1)[C:2]1[CH:7]=[CH:6][CH:5]=[CH:4][CH:3]=1.[N-:49]=[N+:50]=[N-:51].[Na+].CN(C=O)C.